Dataset: Peptide-MHC class II binding affinity with 134,281 pairs from IEDB. Task: Regression. Given a peptide amino acid sequence and an MHC pseudo amino acid sequence, predict their binding affinity value. This is MHC class II binding data. The peptide sequence is IFFMSPKGISRMSMA. The MHC is DRB1_0301 with pseudo-sequence DRB1_0301. The binding affinity (normalized) is 0.257.